Dataset: Catalyst prediction with 721,799 reactions and 888 catalyst types from USPTO. Task: Predict which catalyst facilitates the given reaction. (1) Reactant: [Cl:1][CH2:2][CH2:3][N:4]1[CH:8]=[C:7]([C:9]2[N:14]=[C:13]([C:15]([NH:17][C:18]3[C:19]([C:24]([O-])=[O:25])=[N:20][N:21]([CH3:23])[CH:22]=3)=[O:16])[CH:12]=[CH:11][CH:10]=2)[CH:6]=[N:5]1.[Li+].F[P-](F)(F)(F)(F)F.N1(O[P+](N(C)C)(N(C)C)N(C)C)C2C=CC=CC=2N=N1.[C:55]([O:59][C:60](=[O:66])[N:61]([CH2:63][CH2:64][NH2:65])[CH3:62])([CH3:58])([CH3:57])[CH3:56].C(N(C(C)C)C(C)C)C. Product: [C:55]([O:59][C:60](=[O:66])[N:61]([CH2:63][CH2:64][NH:65][C:24]([C:19]1[C:18]([NH:17][C:15]([C:13]2[CH:12]=[CH:11][CH:10]=[C:9]([C:7]3[CH:6]=[N:5][N:4]([CH2:3][CH2:2][Cl:1])[CH:8]=3)[N:14]=2)=[O:16])=[CH:22][N:21]([CH3:23])[N:20]=1)=[O:25])[CH3:62])([CH3:58])([CH3:56])[CH3:57]. The catalyst class is: 18. (2) Reactant: [F:1][C:2]1[CH:7]=[CH:6][C:5]([S:8]([N:11]2[CH2:16][CH2:15][CH:14]([C:17](=[O:22])N(C)OC)[CH2:13][CH2:12]2)(=[O:10])=[O:9])=[CH:4][CH:3]=1.[F:23][C:24]1[CH:25]=[C:26]([Mg]Br)[CH:27]=[CH:28][CH:29]=1. Product: [F:1][C:2]1[CH:7]=[CH:6][C:5]([S:8]([N:11]2[CH2:16][CH2:15][CH:14]([C:17](=[O:22])[C:28]3[CH:27]=[CH:26][CH:25]=[C:24]([F:23])[CH:29]=3)[CH2:13][CH2:12]2)(=[O:10])=[O:9])=[CH:4][CH:3]=1. The catalyst class is: 1. (3) Reactant: Cl[C:2]1[N:9]=[C:8](C)[C:7]([C:11]2[O:12][C:13]([CH2:16][CH3:17])=[CH:14][N:15]=2)=[CH:6][C:3]=1[C:4]#[N:5].[C:18]([O:22][C:23](=[O:29])[NH:24][CH:25]1[CH2:28][NH:27][CH2:26]1)([CH3:21])([CH3:20])[CH3:19].[CH2:30](N(CC)CC)C. Product: [C:4]([C:3]1[C:2]([N:27]2[CH2:28][CH:25]([NH:24][C:23](=[O:29])[O:22][C:18]([CH3:21])([CH3:19])[CH3:20])[CH2:26]2)=[N:9][CH:8]=[C:7]([C:11]2[O:12][C:13]([CH2:16][CH3:17])=[CH:14][N:15]=2)[C:6]=1[CH3:30])#[N:5]. The catalyst class is: 8. (4) Reactant: Cl[C:2]1[N:7]=[C:6]([NH:8][C:9]2[CH:10]=[N:11][C:12]3[C:17]([CH:18]=2)=[CH:16][CH:15]=[CH:14][CH:13]=3)[CH:5]=[CH:4][N:3]=1.[CH3:19][O:20][C:21]1[CH:22]=[C:23]([CH:25]=[C:26]([O:28][CH3:29])[CH:27]=1)[NH2:24].N(CC)(CC)CC.FC(C(O)=O)(F)F. The catalyst class is: 16. Product: [N:11]1[C:12]2[C:17](=[CH:16][CH:15]=[CH:14][CH:13]=2)[CH:18]=[C:9]([NH:8][C:6]2[CH:5]=[CH:4][N:3]=[C:2]([NH:24][C:23]3[CH:25]=[C:26]([O:28][CH3:29])[CH:27]=[C:21]([O:20][CH3:19])[CH:22]=3)[N:7]=2)[CH:10]=1. (5) Reactant: C[O:2][C:3]([C@@:5]1([CH3:25])[C@@H:9]([O:10][Si:11]([C:14]([CH3:17])([CH3:16])[CH3:15])([CH3:13])[CH3:12])[CH2:8][CH2:7][N:6]1[C:18]([O:20][C:21]([CH3:24])([CH3:23])[CH3:22])=[O:19])=O.[Li+].[B-](CC)(CC)CC. Product: [C:21]([O:20][C:18]([N:6]1[CH2:7][CH2:8][C@H:9]([O:10][Si:11]([C:14]([CH3:17])([CH3:16])[CH3:15])([CH3:13])[CH3:12])[C@@:5]1([CH2:3][OH:2])[CH3:25])=[O:19])([CH3:24])([CH3:23])[CH3:22]. The catalyst class is: 1. (6) Reactant: [CH3:1][C:2]1([CH3:11])[CH2:7][C:6](=O)[CH2:5][C:4]([CH3:10])([CH3:9])[NH:3]1.[C-]#N.[K+].[C:15](=[O:18])([O-])[O-].[NH4+:19].[NH4+:20].[CH2:21]([OH:23])C. Product: [CH3:1][C:2]1([CH3:11])[NH:3][C:4]([CH3:10])([CH3:9])[CH2:5][C:6]2([NH:20][C:21](=[O:23])[NH:19][C:15]2=[O:18])[CH2:7]1. The catalyst class is: 6. (7) Reactant: [CH3:1][N:2]1[C:6]2[CH:7]=[CH:8][CH:9]=[CH:10][C:5]=2[CH2:4][S:3]1(=[O:12])=[O:11].[Br:13]N1C(=O)CCC1=O.O. Product: [Br:13][C:9]1[CH:8]=[CH:7][C:6]2[N:2]([CH3:1])[S:3](=[O:11])(=[O:12])[CH2:4][C:5]=2[CH:10]=1. The catalyst class is: 3. (8) Reactant: C(OC([N:8]1[CH2:13][CH2:12][CH:11]([C:14](=[O:36])[N:15]([CH2:23][C:24]2[CH:25]=[N:26][C:27]([N:30]([CH:33]3[CH2:35][CH2:34]3)[CH2:31][CH3:32])=[CH:28][CH:29]=2)[C:16]2[CH:21]=[CH:20][C:19]([F:22])=[CH:18][CH:17]=2)[CH2:10][CH2:9]1)=O)(C)(C)C.FC(F)(F)C(O)=O. Product: [CH:33]1([N:30]([CH2:31][CH3:32])[C:27]2[N:26]=[CH:25][C:24]([CH2:23][N:15]([C:16]3[CH:17]=[CH:18][C:19]([F:22])=[CH:20][CH:21]=3)[C:14]([CH:11]3[CH2:10][CH2:9][NH:8][CH2:13][CH2:12]3)=[O:36])=[CH:29][CH:28]=2)[CH2:34][CH2:35]1. The catalyst class is: 4. (9) Reactant: [C:1]12([CH2:11][N:12]3[CH:16]=[C:15]([Cl:17])[CH:14]=[N:13]3)[CH2:10][CH:5]3[CH2:6][CH:7]([CH2:9][CH:3]([CH2:4]3)[O:2]1)[CH2:8]2.[CH2:18]([Li])CCC.IC. Product: [C:1]12([CH2:11][N:12]3[C:16]([CH3:18])=[C:15]([Cl:17])[CH:14]=[N:13]3)[CH2:10][CH:5]3[CH2:6][CH:7]([CH2:9][CH:3]([CH2:4]3)[O:2]1)[CH2:8]2. The catalyst class is: 365. (10) Product: [Br:1][C:2]1[CH:34]=[CH:33][C:5]([CH2:6][NH:7][N:8]2[C:13](=[O:14])[C:12]3[CH2:15][CH2:16][NH:17][CH2:18][C:11]=3[N:10]=[C:9]2[C:26]2[CH:27]=[CH:28][C:29]([F:32])=[CH:30][CH:31]=2)=[CH:4][CH:3]=1. The catalyst class is: 124. Reactant: [Br:1][C:2]1[CH:34]=[CH:33][C:5]([CH2:6][NH:7][N:8]2[C:13](=[O:14])[C:12]3[CH2:15][CH2:16][N:17](C(OC(C)(C)C)=O)[CH2:18][C:11]=3[N:10]=[C:9]2[C:26]2[CH:31]=[CH:30][C:29]([F:32])=[CH:28][CH:27]=2)=[CH:4][CH:3]=1.FC(F)(F)C(O)=O.